This data is from Catalyst prediction with 721,799 reactions and 888 catalyst types from USPTO. The task is: Predict which catalyst facilitates the given reaction. (1) Reactant: [Cl:1][C:2]1[C:11]([NH2:12])=[C:10]([NH:13][C@H:14]([C:16]2[CH:21]=[CH:20][CH:19]=[CH:18][CH:17]=2)[CH3:15])[C:9]2[C:4](=[CH:5][CH:6]=[CH:7][CH:8]=2)[N:3]=1.[N:22]#[C:23][Br:24]. Product: [BrH:24].[Cl:1][C:2]1[C:11]2[N:12]=[C:23]([NH2:22])[N:13]([C@H:14]([C:16]3[CH:21]=[CH:20][CH:19]=[CH:18][CH:17]=3)[CH3:15])[C:10]=2[C:9]2[CH:8]=[CH:7][CH:6]=[CH:5][C:4]=2[N:3]=1. The catalyst class is: 8. (2) Reactant: [CH2:1]([N:8]1[CH:13]2[CH2:14][CH2:15][CH:9]1[CH2:10][C:11](=[O:16])[CH2:12]2)[C:2]1[CH:7]=[CH:6][CH:5]=[CH:4][CH:3]=1.C[Si](C)(C)N[Si](C)(C)C.[Na].C1C=CC(N([S:34]([C:37]([F:40])([F:39])[F:38])(=[O:36])=[O:35])[S:34]([C:37]([F:40])([F:39])[F:38])(=[O:36])=[O:35])=CC=1.C1(NS(C(F)(F)F)(=O)=O)C=CC=CC=1. Product: [CH2:1]([N:8]1[CH:9]2[CH2:15][CH2:14][CH:13]1[CH:12]=[C:11]([O:16][S:34]([C:37]([F:40])([F:39])[F:38])(=[O:36])=[O:35])[CH2:10]2)[C:2]1[CH:3]=[CH:4][CH:5]=[CH:6][CH:7]=1. The catalyst class is: 7. (3) The catalyst class is: 55. Reactant: [OH:1][C:2]1[CH:7]=[CH:6][C:5]([C:8]2[CH:9]=[C:10]([C:26]([OH:28])=[O:27])[C:11]3[CH:16]=[N:15][N:14](CC4C=CC(OC)=CC=4)[C:12]=3[N:13]=2)=[CH:4][CH:3]=1.O. Product: [OH:1][C:2]1[CH:7]=[CH:6][C:5]([C:8]2[CH:9]=[C:10]([C:26]([OH:28])=[O:27])[C:11]3[CH:16]=[N:15][NH:14][C:12]=3[N:13]=2)=[CH:4][CH:3]=1. (4) Reactant: [F:1][C:2]1[CH:3]=[C:4]([N:9]2[C:14](=[O:15])[C:13]([O:16][CH2:17][CH2:18][C@H:19]([O:21][Si](C(C)(C)C)(C)C)[CH3:20])=[C:12]([C:29]3[CH:34]=[CH:33][C:32](SC)=[CH:31][CH:30]=3)[CH:11]=[N:10]2)[CH:5]=[CH:6][C:7]=1[F:8].[C:37](OO)(=O)C.C(O)(=O)C.[F-].C([N+](CCCC)(CCCC)CCCC)CCC.C1COCC1.[S:69]([O-:73])([O-])(=[O:71])=S.[Na+].[Na+]. Product: [F:1][C:2]1[CH:3]=[C:4]([N:9]2[C:14](=[O:15])[C:13]([O:16][CH2:17][CH2:18][C@H:19]([OH:21])[CH3:20])=[C:12]([C:29]3[CH:34]=[CH:33][C:32]([S:69]([CH3:37])(=[O:73])=[O:71])=[CH:31][CH:30]=3)[CH:11]=[N:10]2)[CH:5]=[CH:6][C:7]=1[F:8]. The catalyst class is: 21. (5) Reactant: [CH:1]1([CH2:4][N:5]([C@H:13]2[CH2:18][CH2:17][C@H:16]([OH:19])[CH2:15][CH2:14]2)C(=O)OC(C)(C)C)[CH2:3][CH2:2]1.C(Cl)[Cl:21].Cl. Product: [ClH:21].[CH:1]1([CH2:4][NH:5][C@H:13]2[CH2:18][CH2:17][C@H:16]([OH:19])[CH2:15][CH2:14]2)[CH2:2][CH2:3]1. The catalyst class is: 12.